From a dataset of Forward reaction prediction with 1.9M reactions from USPTO patents (1976-2016). Predict the product of the given reaction. Given the reactants [Br:1][C:2]1[C:6]([CH3:7])=[CH:5][NH:4][N:3]=1.[H-].[Na+].Cl[C:11]1[CH:16]=[CH:15][N:14]=[C:13]([O:17][CH3:18])[CH:12]=1, predict the reaction product. The product is: [Br:1][C:2]1[C:6]([CH3:7])=[CH:5][N:4]([C:11]2[CH:16]=[CH:15][N:14]=[C:13]([O:17][CH3:18])[CH:12]=2)[N:3]=1.